From a dataset of Forward reaction prediction with 1.9M reactions from USPTO patents (1976-2016). Predict the product of the given reaction. Given the reactants [C:1]1([C:23]2[CH:28]=[CH:27][CH:26]=[CH:25][CH:24]=2)[CH:6]=[CH:5][C:4]([C:7]2[N:8]=[C:9](/[CH:14]=[CH:15]/[C:16]3[CH:21]=[CH:20][C:19](Br)=[CH:18][CH:17]=3)[N:10]([CH2:12][CH3:13])[CH:11]=2)=[CH:3][CH:2]=1.[OH:29][C:30]1[CH:35]=[CH:34][C:33](B(O)O)=[CH:32][CH:31]=1, predict the reaction product. The product is: [C:1]1([C:23]2[CH:28]=[CH:27][CH:26]=[CH:25][CH:24]=2)[CH:6]=[CH:5][C:4]([C:7]2[N:8]=[C:9](/[CH:14]=[CH:15]/[C:16]3[CH:21]=[CH:20][C:19]([C:33]4[CH:34]=[CH:35][C:30]([OH:29])=[CH:31][CH:32]=4)=[CH:18][CH:17]=3)[N:10]([CH2:12][CH3:13])[CH:11]=2)=[CH:3][CH:2]=1.